From a dataset of Peptide-MHC class II binding affinity with 134,281 pairs from IEDB. Regression. Given a peptide amino acid sequence and an MHC pseudo amino acid sequence, predict their binding affinity value. This is MHC class II binding data. (1) The peptide sequence is SQDLELSWNRNGLQAY. The MHC is HLA-DQA10101-DQB10501 with pseudo-sequence HLA-DQA10101-DQB10501. The binding affinity (normalized) is 0.390. (2) The peptide sequence is DRLHPVHAGPVAPGQ. The MHC is DRB1_0401 with pseudo-sequence DRB1_0401. The binding affinity (normalized) is 0. (3) The peptide sequence is SCKSCWQKFDSLVRC. The MHC is H-2-IAd with pseudo-sequence H-2-IAd. The binding affinity (normalized) is 0.438.